This data is from Catalyst prediction with 721,799 reactions and 888 catalyst types from USPTO. The task is: Predict which catalyst facilitates the given reaction. (1) Reactant: [CH:1]1([N:6]2[CH2:12][C:11]([F:14])([F:13])[C:10](=[O:15])[N:9]([CH3:16])[C:8]3[CH:17]=[N:18][C:19]([NH:21][C:22]4[CH:30]=[CH:29][C:25]([C:26]([OH:28])=O)=[CH:24][C:23]=4[O:31][CH3:32])=[N:20][C:7]2=3)[CH2:5][CH2:4][CH2:3][CH2:2]1.C(N(C(C)C)C(C)C)C.[NH2:42][CH2:43][CH2:44][CH2:45][OH:46]. The catalyst class is: 9. Product: [CH:1]1([N:6]2[CH2:12][C:11]([F:13])([F:14])[C:10](=[O:15])[N:9]([CH3:16])[C:8]3[CH:17]=[N:18][C:19]([NH:21][C:22]4[CH:30]=[CH:29][C:25]([C:26]([NH:42][CH2:43][CH2:44][CH2:45][OH:46])=[O:28])=[CH:24][C:23]=4[O:31][CH3:32])=[N:20][C:7]2=3)[CH2:2][CH2:3][CH2:4][CH2:5]1. (2) Reactant: [CH3:1][C:2]1([N:8]2[CH2:13][CH2:12][N:11]([C:14]([O:16][C:17]([CH3:20])([CH3:19])[CH3:18])=[O:15])[CH2:10][CH2:9]2)[CH2:7][CH2:6][NH:5][CH2:4][CH2:3]1.O=[CH:22][C:23]([O:25][CH2:26][CH3:27])=[O:24].C(O[BH-](OC(=O)C)OC(=O)C)(=O)C.[Na+].C([O-])(O)=O.[Na+]. Product: [CH2:26]([O:25][C:23]([CH2:22][N:5]1[CH2:6][CH2:7][C:2]([N:8]2[CH2:9][CH2:10][N:11]([C:14]([O:16][C:17]([CH3:20])([CH3:19])[CH3:18])=[O:15])[CH2:12][CH2:13]2)([CH3:1])[CH2:3][CH2:4]1)=[O:24])[CH3:27]. The catalyst class is: 1. (3) Product: [CH2:8]([O:10][C:11]([C:13]1[N:14]([CH2:26][CH2:27][NH:5][C@H:3]([CH3:4])[C:2]([CH3:7])([CH3:6])[CH3:1])[N:15]=[C:16]([CH2:18][O:19][C:20]2[CH:21]=[CH:22][CH:23]=[CH:24][CH:25]=2)[CH:17]=1)=[O:12])[CH3:9].[O:19]([CH2:18][C:16]1[CH:17]=[C:13]([C:11]([OH:12])=[O:10])[N:14]([CH2:26][CH2:27][NH:5][C@H:3]([CH3:4])[C:2]([CH3:7])([CH3:6])[CH3:1])[N:15]=1)[C:20]1[CH:25]=[CH:24][CH:23]=[CH:22][CH:21]=1. The catalyst class is: 444. Reactant: [CH3:1][C:2]([CH3:7])([CH3:6])[C@H:3]([NH2:5])[CH3:4].[CH2:8]([O:10][C:11]([C:13]1[N:14]([CH2:26][CH2:27]Br)[N:15]=[C:16]([CH2:18][O:19][C:20]2[CH:25]=[CH:24][CH:23]=[CH:22][CH:21]=2)[CH:17]=1)=[O:12])[CH3:9].[I-].[K+].CC(C)([O-])C.[Na+]. (4) Reactant: [F:1][C:2]1[CH:10]=[CH:9][C:5]([C:6]([OH:8])=[O:7])=[CH:4][CH:3]=1.[N+:11]([O-])([O-:13])=[O:12].[K+]. Product: [F:1][C:2]1[CH:10]=[CH:9][C:5]([C:6]([OH:8])=[O:7])=[CH:4][C:3]=1[N+:11]([O-:13])=[O:12]. The catalyst class is: 82.